This data is from Reaction yield outcomes from USPTO patents with 853,638 reactions. The task is: Predict the reaction yield, written as a fraction of the theoretical maximum amount of product (1.0 means a 100% yield; for example, 0.34 means a 34% yield). (1) The reactants are C([N-]C(C)C)(C)C.[Li+].[CH3:9][O:10][C:11](=[O:27])[CH2:12][C:13]1[CH:18]=[CH:17][C:16]([O:19][CH2:20][C:21]2[CH:26]=[CH:25][CH:24]=[CH:23][CH:22]=2)=[CH:15][CH:14]=1.I[CH2:29][CH:30]1[CH2:34][CH2:33][CH2:32][CH2:31]1. The catalyst is O1CCCC1.CN1CCCN(C)C1=O.CN1CCCN(C)C1=O. The product is [CH3:9][O:10][C:11](=[O:27])[CH:12]([C:13]1[CH:18]=[CH:17][C:16]([O:19][CH2:20][C:21]2[CH:22]=[CH:23][CH:24]=[CH:25][CH:26]=2)=[CH:15][CH:14]=1)[CH2:29][CH:30]1[CH2:34][CH2:33][CH2:32][CH2:31]1. The yield is 0.866. (2) The reactants are [O:1]1[CH2:7][CH2:6][CH2:5][O:4][C:3]2[CH:8]=[C:9]([C:12]3[C:17]([CH:18]([CH2:23][CH2:24][CH3:25])[C:19]([O:21]C)=[O:20])=[C:16]([CH3:26])[N:15]=[C:14]([C:27]4[CH:32]=[CH:31][CH:30]=[CH:29][CH:28]=4)[N:13]=3)[CH:10]=[CH:11][C:2]1=2.[OH-].[Na+]. The catalyst is CO. The product is [O:1]1[CH2:7][CH2:6][CH2:5][O:4][C:3]2[CH:8]=[C:9]([C:12]3[C:17]([CH:18]([CH2:23][CH2:24][CH3:25])[C:19]([OH:21])=[O:20])=[C:16]([CH3:26])[N:15]=[C:14]([C:27]4[CH:28]=[CH:29][CH:30]=[CH:31][CH:32]=4)[N:13]=3)[CH:10]=[CH:11][C:2]1=2. The yield is 0.700. (3) The reactants are [H-].[Na+].[CH2:3](Cl)[C:4]1[CH:9]=[CH:8][CH:7]=[CH:6][CH:5]=1.[Cl-].[NH4+:12].O.[CH3:14][N:15]([CH:17]=[O:18])C. The yield is 0.890. No catalyst specified. The product is [CH2:3]([N:15]1[CH:14]=[CH:3][C:4]2[C:5](=[CH:6][N:12]=[CH:8][CH:9]=2)[C:17]1=[O:18])[C:4]1[CH:9]=[CH:8][CH:7]=[CH:6][CH:5]=1. (4) The reactants are [Br:1][C:2]1[CH:7]=[CH:6][N:5]=[C:4]([NH:8][C:9]2[O:10][C:11]([C:14]([O:16]CC)=[O:15])=[CH:12][N:13]=2)[CH:3]=1.[OH-].[K+].O.CCO.Cl. No catalyst specified. The product is [Br:1][C:2]1[CH:7]=[CH:6][N:5]=[C:4]([NH:8][C:9]2[O:10][C:11]([C:14]([OH:16])=[O:15])=[CH:12][N:13]=2)[CH:3]=1. The yield is 0.970.